Dataset: Catalyst prediction with 721,799 reactions and 888 catalyst types from USPTO. Task: Predict which catalyst facilitates the given reaction. (1) The catalyst class is: 69. Product: [O:38]1[CH2:39][CH2:40][C@@H:36]([O:35][C:31]2[C:30]3[C:26]([O:25][CH2:24][CH:21]4[CH2:20][CH2:19][N:18]([CH2:42][C:43]5([OH:41])[CH2:48][CH2:47][O:46][CH2:45][CH2:44]5)[CH2:23][CH2:22]4)=[N:27][O:28][C:29]=3[CH:34]=[CH:33][CH:32]=2)[CH2:37]1. Reactant: C(=O)([O-])[O-].[Na+].[Na+].CC1C=CC(S(O)(=O)=O)=CC=1.[NH:18]1[CH2:23][CH2:22][CH:21]([CH2:24][O:25][C:26]2[C:30]3[C:31]([O:35][C@@H:36]4[CH2:40][CH2:39][O:38][CH2:37]4)=[CH:32][CH:33]=[CH:34][C:29]=3[O:28][N:27]=2)[CH2:20][CH2:19]1.[O:41]1[C:43]2([CH2:48][CH2:47][O:46][CH2:45][CH2:44]2)[CH2:42]1. (2) Reactant: [Cl:1][C:2]1[CH:7]=[CH:6][C:5]([NH:8][C:9](=[O:15])[O:10][C:11]([CH3:14])([CH3:13])[CH3:12])=[C:4]([OH:16])[CH:3]=1.C1(P(C2C=CC=CC=2)C2C=CC=CC=2)C=CC=CC=1.[CH2:36]([O:43][CH2:44][CH2:45][CH2:46]O)[C:37]1[CH:42]=[CH:41][CH:40]=[CH:39][CH:38]=1.CCOC(/N=N/C(OCC)=O)=O. Product: [CH2:36]([O:43][CH2:44][CH2:45][CH2:46][O:16][C:4]1[CH:3]=[C:2]([Cl:1])[CH:7]=[CH:6][C:5]=1[NH:8][C:9](=[O:15])[O:10][C:11]([CH3:13])([CH3:12])[CH3:14])[C:37]1[CH:42]=[CH:41][CH:40]=[CH:39][CH:38]=1. The catalyst class is: 359. (3) Reactant: [Si:1]([O:8][CH2:9][C@@H:10]([CH:12]1[CH2:17][CH2:16][O:15][CH2:14][CH2:13]1)[OH:11])([C:4]([CH3:7])([CH3:6])[CH3:5])([CH3:3])[CH3:2].C(N(CC)CC)C.[CH3:25][S:26](Cl)(=[O:28])=[O:27].C([O-])(O)=O.[Na+]. Product: [CH3:25][S:26]([O:11][C@H:10]([CH:12]1[CH2:13][CH2:14][O:15][CH2:16][CH2:17]1)[CH2:9][O:8][Si:1]([C:4]([CH3:7])([CH3:6])[CH3:5])([CH3:3])[CH3:2])(=[O:28])=[O:27]. The catalyst class is: 64. (4) Reactant: [O:1]=[C:2]1[C:11]2[C:6](=[CH:7][CH:8]=[C:9]([C:12]([O:14][CH3:15])=[O:13])[CH:10]=2)[NH:5][CH:4]=[CH:3]1.C(O)(=O)C.[I:20]N1C(=O)CCC1=O. Product: [I:20][C:3]1[C:2](=[O:1])[C:11]2[C:6](=[CH:7][CH:8]=[C:9]([C:12]([O:14][CH3:15])=[O:13])[CH:10]=2)[NH:5][CH:4]=1. The catalyst class is: 6. (5) Reactant: [O:1]=[C:2]1[CH2:5][CH:4]([C:6]#[N:7])[CH2:3]1.[BH4-].[Na+]. Product: [O:1]=[C:2]1[CH2:5][CH:4]([C:6]#[N:7])[CH2:3]1.[OH:1][C@@H:2]1[CH2:5][C@H:4]([C:6]#[N:7])[CH2:3]1. The catalyst class is: 5. (6) Reactant: [N+:1]([C:4]1[CH:5]=[N:6][C:7]([NH2:10])=[N:8][CH:9]=1)([O-:3])=[O:2].Cl[C:12]1[N:17]=[C:16]([CH3:18])[N:15]=[C:14]([N:19]2[CH2:24][CH2:23][N:22]([CH2:25][CH2:26][OH:27])[CH2:21][CH2:20]2)[CH:13]=1.CC1(C)C2C(=C(P(C3C=CC=CC=3)C3C=CC=CC=3)C=CC=2)OC2C(P(C3C=CC=CC=3)C3C=CC=CC=3)=CC=CC1=2.CC(C)([O-])C.[K+]. Product: [CH3:18][C:16]1[N:15]=[C:14]([N:19]2[CH2:24][CH2:23][N:22]([CH2:25][CH2:26][OH:27])[CH2:21][CH2:20]2)[CH:13]=[C:12]([NH:10][C:7]2[N:8]=[CH:9][C:4]([N+:1]([O-:3])=[O:2])=[CH:5][N:6]=2)[N:17]=1. The catalyst class is: 231. (7) Reactant: [N+:1]([C:4]1[CH:21]=[CH:20][C:7]([O:8][C:9]2[C:18]3[C:13](=[CH:14][C:15]([OH:19])=[CH:16][CH:17]=3)[N:12]=[CH:11][CH:10]=2)=[CH:6][CH:5]=1)([O-:3])=[O:2].[OH-].[K+].Br[CH2:25][CH2:26][OH:27]. Product: [N+:1]([C:4]1[CH:21]=[CH:20][C:7]([O:8][C:9]2[C:18]3[C:13](=[CH:14][C:15]([O:19][CH2:25][CH2:26][OH:27])=[CH:16][CH:17]=3)[N:12]=[CH:11][CH:10]=2)=[CH:6][CH:5]=1)([O-:3])=[O:2]. The catalyst class is: 3.